Dataset: Full USPTO retrosynthesis dataset with 1.9M reactions from patents (1976-2016). Task: Predict the reactants needed to synthesize the given product. (1) Given the product [F:27][C:21]1[CH:22]=[C:23]([I:26])[CH:24]=[CH:25][C:20]=1[NH:19][C:14]1[CH:15]=[N:16][CH:17]=[CH:18][C:13]=1[C:12]1[O:28][C:8]([NH:16][CH2:15][CH2:14][N:19]2[CH2:45][CH2:46][CH2:47][CH2:42]2)=[N:10][N:11]=1, predict the reactants needed to synthesize it. The reactants are: N1(CC[C:8]([NH:10][NH:11][C:12](=[O:28])[C:13]2[CH:18]=[CH:17][N:16]=[CH:15][C:14]=2[NH:19][C:20]2[CH:25]=[CH:24][C:23]([I:26])=[CH:22][C:21]=2[F:27])=O)CCCC1.[C:46]1(P([C:42]2[CH:47]=[CH:46][CH:45]=CC=2)[C:46]2[CH:45]=CC=[CH:42][CH:47]=2)[CH:45]=CC=[CH:42][CH:47]=1. (2) Given the product [C:21]([O:25][C:26]([N:28]1[CH2:31][CH:30]([NH:32][C:4]2[N:3]=[C:2]([NH2:1])[C:7]([C:8](=[O:9])[C:10]3[C:15]([O:16][CH3:17])=[CH:14][CH:13]=[C:12]([F:18])[C:11]=3[F:19])=[CH:6][N:5]=2)[CH2:29]1)=[O:27])([CH3:24])([CH3:22])[CH3:23], predict the reactants needed to synthesize it. The reactants are: [NH2:1][C:2]1[C:7]([C:8]([C:10]2[C:15]([O:16][CH3:17])=[CH:14][CH:13]=[C:12]([F:18])[C:11]=2[F:19])=[O:9])=[CH:6][N:5]=[C:4](Cl)[N:3]=1.[C:21]([O:25][C:26]([N:28]1[CH2:31][CH:30]([NH2:32])[CH2:29]1)=[O:27])([CH3:24])([CH3:23])[CH3:22]. (3) Given the product [CH2:22]([O:21][C:19]([C:18]1[C:17]([C:24]([O:26][CH2:27][CH3:28])=[O:25])=[C:16]([N:29]=[CH:11][C:9]2[S:10][C:6]([C:2]3[S:1][CH:5]=[CH:4][CH:3]=3)=[CH:7][CH:8]=2)[S:15][C:14]=1[NH2:13])=[O:20])[CH3:23], predict the reactants needed to synthesize it. The reactants are: [S:1]1[CH:5]=[CH:4][CH:3]=[C:2]1[C:6]1[S:10][C:9]([CH:11]=O)=[CH:8][CH:7]=1.[NH2:13][C:14]1[S:15][C:16]([NH2:29])=[C:17]([C:24]([O:26][CH2:27][CH3:28])=[O:25])[C:18]=1[C:19]([O:21][CH2:22][CH3:23])=[O:20].C(O)(C(F)(F)F)=O. (4) Given the product [C:19]1([C:10]2[CH:11]=[CH:12][C:13]3[C:8](=[C:7]4[C:16](=[CH:15][CH:14]=3)[CH:17]=[CH:18][C:5]([C:1]3[CH:2]=[CH:38][CH:37]=[CH:4][CH:3]=3)=[N:6]4)[N:9]=2)[CH:20]=[CH:25][CH:24]=[CH:22][CH:21]=1, predict the reactants needed to synthesize it. The reactants are: [CH:1]([C:5]1[CH:18]=[CH:17][C:16]2[C:7](=[C:8]3[C:13](=[CH:14][CH:15]=2)[CH:12]=[CH:11][C:10]([CH:19]([CH2:21][CH3:22])[CH3:20])=[N:9]3)[N:6]=1)([CH2:3][CH3:4])[CH3:2].N1C2C(=CC=C3C=2N=CC=C3)C=[CH:25][CH:24]=1.[C:37]1([Li])C=CC=C[CH:38]=1.